From a dataset of Forward reaction prediction with 1.9M reactions from USPTO patents (1976-2016). Predict the product of the given reaction. Given the reactants [CH3:1][Mg+].[Br-].[Br:4][CH2:5][C:6]([C:8]1[CH:13]=[C:12]([C:14]2[CH:19]=[CH:18][C:17]([Cl:20])=[CH:16][CH:15]=2)[CH:11]=[CH:10][C:9]=1[Cl:21])=[O:7].[NH4+].[Cl-], predict the reaction product. The product is: [Br:4][CH2:5][C:6]([C:8]1[CH:13]=[C:12]([C:14]2[CH:19]=[CH:18][C:17]([Cl:20])=[CH:16][CH:15]=2)[CH:11]=[CH:10][C:9]=1[Cl:21])([OH:7])[CH3:1].